The task is: Predict which catalyst facilitates the given reaction.. This data is from Catalyst prediction with 721,799 reactions and 888 catalyst types from USPTO. (1) Reactant: [CH2:1]([O:8][C:9]1[C:18]2[C:13](=[CH:14][CH:15]=[CH:16][CH:17]=2)[C:12]([CH2:19][O:20][CH3:21])=[N:11][C:10]=1[C:22](O)=[O:23])[C:2]1[CH:7]=[CH:6][CH:5]=[CH:4][CH:3]=1.CCN(CC)CC.Cl.[CH2:33]([O:40][C:41](=[O:44])[CH2:42][NH2:43])[C:34]1[CH:39]=[CH:38][CH:37]=[CH:36][CH:35]=1. Product: [CH2:33]([O:40][C:41](=[O:44])[CH2:42][NH:43][C:22]([C:10]1[N:11]=[C:12]([CH2:19][O:20][CH3:21])[C:13]2[C:18]([C:9]=1[O:8][CH2:1][C:2]1[CH:7]=[CH:6][CH:5]=[CH:4][CH:3]=1)=[CH:17][CH:16]=[CH:15][CH:14]=2)=[O:23])[C:34]1[CH:39]=[CH:38][CH:37]=[CH:36][CH:35]=1. The catalyst class is: 2. (2) Reactant: [C:1]1([CH2:7][C:8]([O:10][CH2:11][CH3:12])=[O:9])[CH:6]=[CH:5][CH:4]=[CH:3][CH:2]=1.C1(C)C=CC(S([N:22]=[N+:23]=[N-])(=O)=O)=CC=1.N12CCCN=C1CCCCC2. Product: [CH2:11]([O:10][C:8](=[O:9])[C:7](=[N+:22]=[N-:23])[C:1]1[CH:6]=[CH:5][CH:4]=[CH:3][CH:2]=1)[CH3:12]. The catalyst class is: 10. (3) Reactant: [C:1]([O:5][C:6]([N:8]1[CH2:13][CH2:12][CH2:11][CH2:10][C@H:9]1[C:14]([OH:16])=O)=[O:7])([CH3:4])([CH3:3])[CH3:2].[NH2:17][C@H:18]([C:35]#[N:36])[CH2:19][C:20]1[CH:25]=[CH:24][C:23]([C:26]2[CH:31]=[CH:30][C:29]([C:32]#[N:33])=[C:28]([F:34])[CH:27]=2)=[CH:22][CH:21]=1.C(N(CC)CC)C.O. Product: [C:35]([C@@H:18]([NH:17][C:14]([C@@H:9]1[CH2:10][CH2:11][CH2:12][CH2:13][N:8]1[C:6]([O:5][C:1]([CH3:2])([CH3:3])[CH3:4])=[O:7])=[O:16])[CH2:19][C:20]1[CH:25]=[CH:24][C:23]([C:26]2[CH:31]=[CH:30][C:29]([C:32]#[N:33])=[C:28]([F:34])[CH:27]=2)=[CH:22][CH:21]=1)#[N:36]. The catalyst class is: 163. (4) Reactant: [NH2:1][C:2]1[S:3][C:4]2[N:5]=[C:6]([NH:11][C:12]3[CH:13]=[C:14]([NH:18][C:19](=[O:31])[C:20]4[CH:25]=[CH:24][CH:23]=[C:22]([C:26]([C:29]#[N:30])([CH3:28])[CH3:27])[CH:21]=4)[CH:15]=[CH:16][CH:17]=3)[N:7]=[CH:8][C:9]=2[N:10]=1.[CH:32]1([C:35](Cl)=[O:36])[CH2:34][CH2:33]1.C(=O)([O-])O.[Na+]. Product: [C:29]([C:26]([C:22]1[CH:21]=[C:20]([CH:25]=[CH:24][CH:23]=1)[C:19]([NH:18][C:14]1[CH:15]=[CH:16][CH:17]=[C:12]([NH:11][C:6]2[N:7]=[CH:8][C:9]3[N:10]=[C:2]([NH:1][C:35]([CH:32]4[CH2:34][CH2:33]4)=[O:36])[S:3][C:4]=3[N:5]=2)[CH:13]=1)=[O:31])([CH3:27])[CH3:28])#[N:30]. The catalyst class is: 17. (5) Reactant: [CH2:1]([N:7]1[CH2:12][CH2:11][C:10]([C:14]2[CH:19]=[CH:18][CH:17]=[C:16]([OH:20])[CH:15]=2)([CH3:13])[CH2:9][CH2:8]1)[CH2:2][CH2:3][CH2:4][CH2:5][CH3:6].C(N(CC)CC)C.C1C=CC(N([S:35]([C:38]([F:41])([F:40])[F:39])(=[O:37])=[O:36])[S:35]([C:38]([F:41])([F:40])[F:39])(=[O:37])=[O:36])=CC=1.C(=O)([O-])O.[Na+]. Product: [NH3:7].[CH2:1]([N:7]1[CH2:12][CH2:11][C:10]([CH3:13])([C:14]2[CH:19]=[CH:18][CH:17]=[C:16]([O:20][S:35]([C:38]([F:41])([F:40])[F:39])(=[O:37])=[O:36])[CH:15]=2)[CH2:9][CH2:8]1)[CH2:2][CH2:3][CH2:4][CH2:5][CH3:6]. The catalyst class is: 4. (6) Reactant: Cl.[N:2]1([C:8]([C:10]2[CH:11]=[C:12]3[C:17](=[C:18]([CH:20]4[CH2:24][CH2:23][CH2:22][N:21]4C(OC(C)(C)C)=O)[CH:19]=2)[O:16][C:15]([N:32]2[CH2:37][CH2:36][O:35][CH2:34][CH2:33]2)=[CH:14][C:13]3=[O:38])=[O:9])[CH2:7][CH2:6][O:5][CH2:4][CH2:3]1. Product: [N:2]1([C:8]([C:10]2[CH:11]=[C:12]3[C:17](=[C:18]([CH:20]4[CH2:24][CH2:23][CH2:22][NH:21]4)[CH:19]=2)[O:16][C:15]([N:32]2[CH2:33][CH2:34][O:35][CH2:36][CH2:37]2)=[CH:14][C:13]3=[O:38])=[O:9])[CH2:7][CH2:6][O:5][CH2:4][CH2:3]1. The catalyst class is: 2. (7) Reactant: Cl[C:2]1[N:7]=[C:6]([Cl:8])[N:5]=[C:4]([NH:9][C:10]2[CH:15]=[CH:14][CH:13]=[C:12]([F:16])[CH:11]=2)[N:3]=1.[CH:17]1([NH2:24])[CH2:23][CH2:22][CH2:21][CH2:20][CH2:19][CH2:18]1.[OH-].[Na+].O. Product: [Cl:8][C:6]1[N:7]=[C:2]([NH:24][CH:17]2[CH2:23][CH2:22][CH2:21][CH2:20][CH2:19][CH2:18]2)[N:3]=[C:4]([NH:9][C:10]2[CH:15]=[CH:14][CH:13]=[C:12]([F:16])[CH:11]=2)[N:5]=1. The catalyst class is: 21. (8) Reactant: [C:1](Cl)(=[O:8])[C:2]1[CH:7]=[CH:6][CH:5]=[CH:4][CH:3]=1.[CH2:10]([O:17][C:18]1[CH:19]=[C:20]2[C:25](=[CH:26][CH:27]=1)[CH:24]([C:28]1[CH:33]=[CH:32][C:31]([O:34][CH2:35][CH2:36][N:37]3[CH2:41][CH2:40][CH2:39][CH2:38]3)=[CH:30][CH:29]=1)[NH:23][CH2:22][CH2:21]2)[C:11]1[CH:16]=[CH:15][CH:14]=[CH:13][CH:12]=1.CCN(CC)CC. Product: [CH2:10]([O:17][C:18]1[CH:19]=[C:20]2[C:25](=[CH:26][CH:27]=1)[CH:24]([C:28]1[CH:33]=[CH:32][C:31]([O:34][CH2:35][CH2:36][N:37]3[CH2:41][CH2:40][CH2:39][CH2:38]3)=[CH:30][CH:29]=1)[N:23]([C:1]([C:2]1[CH:7]=[CH:6][CH:5]=[CH:4][CH:3]=1)=[O:8])[CH2:22][CH2:21]2)[C:11]1[CH:12]=[CH:13][CH:14]=[CH:15][CH:16]=1. The catalyst class is: 1. (9) Reactant: [C:1]([O:5][C:6]([NH:8][C@@H:9]([CH2:13][CH2:14][CH2:15][CH2:16][N:17]([CH3:19])[CH3:18])[C:10](O)=[O:11])=[O:7])([CH3:4])([CH3:3])[CH3:2].C[N:21]1CCOCC1.ClC(OCC(C)C)=O.[OH-].[NH4+]. Product: [C:1]([O:5][C:6](=[O:7])[NH:8][C@H:9]([C:10](=[O:11])[NH2:21])[CH2:13][CH2:14][CH2:15][CH2:16][N:17]([CH3:19])[CH3:18])([CH3:4])([CH3:3])[CH3:2]. The catalyst class is: 1.